This data is from Reaction yield outcomes from USPTO patents with 853,638 reactions. The task is: Predict the reaction yield, written as a fraction of the theoretical maximum amount of product (1.0 means a 100% yield; for example, 0.34 means a 34% yield). (1) The reactants are [CH3:1][O:2][C:3](=[O:16])[C@@H:4]([NH:8][C:9]([O:11][C:12]([CH3:15])([CH3:14])[CH3:13])=[O:10])[CH2:5][CH2:6]Br.[CH2:17]([N:19](CC)[CH2:20]C)C.CNC. The catalyst is C1COCC1. The product is [CH3:1][O:2][C:3](=[O:16])[C@@H:4]([NH:8][C:9]([O:11][C:12]([CH3:15])([CH3:14])[CH3:13])=[O:10])[CH2:5][CH2:6][N:19]([CH3:20])[CH3:17]. The yield is 0.970. (2) The reactants are [F:1][C:2]([F:15])([C:8]1(O)[CH2:13][CH2:12][CH2:11][CH2:10][O:9]1)[C:3]([O:5][CH2:6][CH3:7])=[O:4].C([SiH](CC)CC)C.C(O)(C(F)(F)F)=O. No catalyst specified. The product is [F:15][C:2]([F:1])([CH:8]1[CH2:13][CH2:12][CH2:11][CH2:10][O:9]1)[C:3]([O:5][CH2:6][CH3:7])=[O:4]. The yield is 0.780. (3) The reactants are [CH3:1][O:2][C:3](=[O:29])[C:4]([S:19]([C:22]1[CH:27]=[CH:26][CH:25]=[C:24](Br)[CH:23]=1)(=[O:21])=[O:20])([CH:6]1[CH2:18][C:9]2[NH:10][C:11]3[CH:12]=[CH:13][C:14]([Cl:17])=[CH:15][C:16]=3[C:8]=2[CH2:7]1)[CH3:5].CC([O-])(C)C.[Na+].[NH:36]1[CH2:40][CH2:39][CH2:38][CH2:37]1.C([O-])(O)=O.[Na+]. The catalyst is C1(C)C=CC=CC=1.C1C=CC(/C=C/C(/C=C/C2C=CC=CC=2)=O)=CC=1.C1C=CC(/C=C/C(/C=C/C2C=CC=CC=2)=O)=CC=1.C1C=CC(/C=C/C(/C=C/C2C=CC=CC=2)=O)=CC=1.[Pd].[Pd]. The product is [CH3:1][O:2][C:3](=[O:29])[C:4]([CH:6]1[CH2:18][C:9]2[NH:10][C:11]3[CH:12]=[CH:13][C:14]([Cl:17])=[CH:15][C:16]=3[C:8]=2[CH2:7]1)([S:19]([C:22]1[CH:27]=[CH:26][CH:25]=[C:24]([N:36]2[CH2:40][CH2:39][CH2:38][CH2:37]2)[CH:23]=1)(=[O:21])=[O:20])[CH3:5]. The yield is 0.350. (4) The reactants are C([O:3][C:4]([C:6]1[C:7]([C:12]2[CH:17]=[CH:16][C:15]([Cl:18])=[CH:14][C:13]=2[F:19])=[N:8][O:9][C:10]=1[CH3:11])=O)C.C(OC(C1C(C2C=CC=CC=2F)=NOC=1C)=O)C. No catalyst specified. The product is [Cl:18][C:15]1[CH:16]=[CH:17][C:12]([C:7]2[C:6]([CH2:4][OH:3])=[C:10]([CH3:11])[O:9][N:8]=2)=[C:13]([F:19])[CH:14]=1. The yield is 0.430. (5) The reactants are [CH3:1][N:2]([CH3:25])[CH2:3][CH2:4][CH2:5][C:6]1([C:17]2[CH:22]=[CH:21][C:20]([O:23][CH3:24])=[CH:19][CH:18]=2)[C:14]2[C:9](=[CH:10][C:11]([C:15]#[N:16])=[CH:12][CH:13]=2)[CH2:8][O:7]1.[C:26]([OH:31])(=[O:30])[C:27]([OH:29])=[O:28]. The catalyst is C(O)C. The product is [C:26]([OH:31])(=[O:30])[C:27]([OH:29])=[O:28].[CH3:25][N:2]([CH3:1])[CH2:3][CH2:4][CH2:5][C:6]1([C:17]2[CH:18]=[CH:19][C:20]([O:23][CH3:24])=[CH:21][CH:22]=2)[C:14]2[C:9](=[CH:10][C:11]([C:15]#[N:16])=[CH:12][CH:13]=2)[CH2:8][O:7]1. The yield is 0.670. (6) The reactants are [CH2:1]([O:8][C:9]1[CH:14]=[CH:13][C:12]([N:15]2[CH2:19][CH:18]([CH2:20]O)[CH2:17][C:16]2=[O:22])=[CH:11][CH:10]=1)[C:2]1[CH:7]=[CH:6][CH:5]=[CH:4][CH:3]=1.S(Cl)([Cl:25])=O. The catalyst is C1(C)C=CC=CC=1. The product is [CH2:1]([O:8][C:9]1[CH:14]=[CH:13][C:12]([N:15]2[CH2:19][CH:18]([CH2:20][Cl:25])[CH2:17][C:16]2=[O:22])=[CH:11][CH:10]=1)[C:2]1[CH:7]=[CH:6][CH:5]=[CH:4][CH:3]=1. The yield is 0.160. (7) The reactants are [CH3:1][O:2][CH:3]1[CH:7]2[O:8][CH2:9][CH:10]([NH2:11])[CH:6]2[O:5][CH2:4]1.C(N(CC)CC)C.[Cl:19][C:20]1[N:25]=[C:24](Cl)[C:23]([Cl:27])=[CH:22][N:21]=1. The catalyst is CCO. The product is [Cl:19][C:20]1[N:25]=[C:24]([NH:11][CH:10]2[CH2:9][O:8][CH:7]3[CH:3]([O:2][CH3:1])[CH2:4][O:5][CH:6]23)[C:23]([Cl:27])=[CH:22][N:21]=1. The yield is 0.672. (8) The reactants are Cl[CH2:2][C:3]([C:5]1[CH:10]=[CH:9][CH:8]=[CH:7][CH:6]=1)=O.[CH2:11]([NH:14][C:15]([NH2:17])=[S:16])[CH2:12][CH3:13].C([O-])(=O)C.[Na+].O. The catalyst is C(O)C. The product is [C:5]1([C:3]2[N:17]=[C:15]([NH:14][CH2:11][CH2:12][CH3:13])[S:16][CH:2]=2)[CH:10]=[CH:9][CH:8]=[CH:7][CH:6]=1. The yield is 0.920. (9) The reactants are [OH-].[Na+].[CH3:3]I.[NH:5]1[CH:12]=[CH:11][C:9](=[O:10])[NH:8][C:6]1=[S:7]. The catalyst is C(O)C. The product is [CH3:3][S:7][C:6]1[NH:5][CH:12]=[CH:11][C:9](=[O:10])[N:8]=1. The yield is 0.530. (10) The reactants are [OH-].[NH4+:2].[C:3]([C:5]1[N:10]=[CH:9][C:8]([S:11](Cl)(=[O:13])=[O:12])=[CH:7][CH:6]=1)#[N:4]. The product is [C:3]([C:5]1[N:10]=[CH:9][C:8]([S:11]([NH2:2])(=[O:13])=[O:12])=[CH:7][CH:6]=1)#[N:4]. No catalyst specified. The yield is 0.800.